From a dataset of Peptide-MHC class II binding affinity with 134,281 pairs from IEDB. Regression. Given a peptide amino acid sequence and an MHC pseudo amino acid sequence, predict their binding affinity value. This is MHC class II binding data. (1) The peptide sequence is SQVLELSWNLNGLQAY. The MHC is HLA-DQA10301-DQB10302 with pseudo-sequence HLA-DQA10301-DQB10302. The binding affinity (normalized) is 0.288. (2) The peptide sequence is LGVLLLIGCWYCRRRNGYR. The MHC is DRB1_1101 with pseudo-sequence DRB1_1101. The binding affinity (normalized) is 0.243. (3) The peptide sequence is FDLRAQGINLIIHYV. The MHC is DRB1_0301 with pseudo-sequence DRB1_0301. The binding affinity (normalized) is 0.185. (4) The peptide sequence is EKKYFAAKQFEPLAA. The MHC is HLA-DQA10301-DQB10302 with pseudo-sequence HLA-DQA10301-DQB10302. The binding affinity (normalized) is 0.210.